Predict the product of the given reaction. From a dataset of Forward reaction prediction with 1.9M reactions from USPTO patents (1976-2016). Given the reactants [CH:1]1([CH:5]([C:19]2[CH:24]=[CH:23][CH:22]=[CH:21][N:20]=2)[NH:6][C:7]([C:9]2[CH:10]=[C:11]3[C:15](=[CH:16][CH:17]=2)[NH:14][N:13]=[C:12]3I)=[O:8])[CH2:4][CH2:3][CH2:2]1.[CH3:25][N:26]1[CH2:31][CH2:30][CH:29]([O:32][C:33]2[CH:38]=[CH:37][C:36](B3OC(C)(C)C(C)(C)O3)=[CH:35][CH:34]=2)[CH2:28][CH2:27]1.C([O-])([O-])=O.[Na+].[Na+], predict the reaction product. The product is: [CH:1]1([CH:5]([C:19]2[CH:24]=[CH:23][CH:22]=[CH:21][N:20]=2)[NH:6][C:7]([C:9]2[CH:10]=[C:11]3[C:15](=[CH:16][CH:17]=2)[NH:14][N:13]=[C:12]3[C:36]2[CH:37]=[CH:38][C:33]([O:32][CH:29]3[CH2:28][CH2:27][N:26]([CH3:25])[CH2:31][CH2:30]3)=[CH:34][CH:35]=2)=[O:8])[CH2:4][CH2:3][CH2:2]1.